From a dataset of Peptide-MHC class I binding affinity with 185,985 pairs from IEDB/IMGT. Regression. Given a peptide amino acid sequence and an MHC pseudo amino acid sequence, predict their binding affinity value. This is MHC class I binding data. (1) The MHC is HLA-B45:01 with pseudo-sequence HLA-B45:01. The binding affinity (normalized) is 0.0876. The peptide sequence is YVIKVSARV. (2) The peptide sequence is AIIPLSASV. The MHC is HLA-A02:01 with pseudo-sequence HLA-A02:01. The binding affinity (normalized) is 0.755. (3) The peptide sequence is RRWRRRWQQLL. The MHC is Mamu-A07 with pseudo-sequence Mamu-A07. The binding affinity (normalized) is 0. (4) The peptide sequence is VPLRPMTY. The MHC is HLA-B07:02 with pseudo-sequence HLA-B07:02. The binding affinity (normalized) is 0. (5) The peptide sequence is VIGLCIRISM. The MHC is HLA-A02:01 with pseudo-sequence HLA-A02:01. The binding affinity (normalized) is 0.390. (6) The peptide sequence is KVIQPRVEK. The MHC is HLA-A11:01 with pseudo-sequence HLA-A11:01. The binding affinity (normalized) is 0.640. (7) The peptide sequence is YYTEDQGQF. The MHC is HLA-A30:01 with pseudo-sequence HLA-A30:01. The binding affinity (normalized) is 0.0847. (8) The peptide sequence is LLKLAGRW. The MHC is Mamu-B17 with pseudo-sequence Mamu-B17. The binding affinity (normalized) is 0.326. (9) The peptide sequence is SRALLLNKY. The MHC is HLA-A31:01 with pseudo-sequence HLA-A31:01. The binding affinity (normalized) is 0.0847.